Dataset: Full USPTO retrosynthesis dataset with 1.9M reactions from patents (1976-2016). Task: Predict the reactants needed to synthesize the given product. (1) The reactants are: [Br:1][C:2]1[C:7]([O:8][CH3:9])=[CH:6][C:5]([C:10]2[O:11][CH:12]=[CH:13][CH:14]=2)=[CH:4][C:3]=1[O:15][CH3:16].CON(C)[C:20](=[O:36])[CH:21]([O:34][CH3:35])[C:22]1[CH:27]=[CH:26][C:25]([C:28]2[O:29][C:30]([CH3:33])=[N:31][N:32]=2)=[CH:24][CH:23]=1. Given the product [Br:1][C:2]1[C:7]([O:8][CH3:9])=[CH:6][C:5]([C:10]2[O:11][C:12]([C:20](=[O:36])[CH:21]([O:34][CH3:35])[C:22]3[CH:23]=[CH:24][C:25]([C:28]4[O:29][C:30]([CH3:33])=[N:31][N:32]=4)=[CH:26][CH:27]=3)=[CH:13][CH:14]=2)=[CH:4][C:3]=1[O:15][CH3:16], predict the reactants needed to synthesize it. (2) Given the product [S:1]1[C:9]2[CH2:8][CH2:7][NH:6][CH2:5][C:4]=2[CH:3]=[C:2]1[C:17]([O:19][CH2:20][CH3:21])=[O:18], predict the reactants needed to synthesize it. The reactants are: [S:1]1[C:9]2[CH2:8][CH2:7][N:6](C(OC(C)(C)C)=O)[CH2:5][C:4]=2[CH:3]=[C:2]1[C:17]([O:19][CH2:20][CH3:21])=[O:18].FC(F)(F)C(O)=O.C([O-])(O)=O.[Na+]. (3) Given the product [CH3:29][C:30]1[CH:34]=[C:33]([NH:35][C:12]([CH:9]2[CH2:8][CH2:7][N:6]([C:4]3[C:3]4[CH:15]=[CH:16][CH:17]=[CH:18][C:2]=4[S:1][CH:5]=3)[CH2:11][CH2:10]2)=[O:14])[S:32][N:31]=1, predict the reactants needed to synthesize it. The reactants are: [S:1]1[CH:5]=[C:4]([N:6]2[CH2:11][CH2:10][CH:9]([C:12]([OH:14])=O)[CH2:8][CH2:7]2)[C:3]2[CH:15]=[CH:16][CH:17]=[CH:18][C:2]1=2.BrC1C2C=CC=CC=2SC=1.[CH3:29][C:30]1[CH:34]=[C:33]([NH2:35])[S:32][N:31]=1. (4) Given the product [OH:31][CH:30]=[C:10]1[C:9]2[C:4](=[CH:5][CH:6]=[C:7]([C:11]([C:13]3[CH:14]=[C:15]([NH:19][C:20]([C:22]4[N:23]([CH2:28][CH3:29])[N:24]=[C:25]([CH3:27])[CH:26]=4)=[O:21])[CH:16]=[CH:17][CH:18]=3)=[O:12])[CH:8]=2)[NH:3][C:2]1=[O:1], predict the reactants needed to synthesize it. The reactants are: [O:1]=[C:2]1[CH2:10][C:9]2[C:4](=[CH:5][CH:6]=[C:7]([C:11]([C:13]3[CH:14]=[C:15]([NH:19][C:20]([C:22]4[N:23]([CH2:28][CH3:29])[N:24]=[C:25]([CH3:27])[CH:26]=4)=[O:21])[CH:16]=[CH:17][CH:18]=3)=[O:12])[CH:8]=2)[NH:3]1.[CH:30](OCC)=[O:31].[O-]CC.[Na+].Cl. (5) The reactants are: [H-].[Al+3].[Li+].[H-].[H-].[H-].[CH3:7][CH2:8][C:9](=O)[CH2:10][C:11](=O)[CH2:12]CC=CC.[OH-:19].[Na+].[O:21]1[CH2:25][CH2:24][CH2:23][CH2:22]1. Given the product [OH:21][CH2:25][C:24]1[C:11]([CH3:12])=[CH:10][CH:9]=[C:8]([CH3:7])[C:23]=1[CH2:22][OH:19], predict the reactants needed to synthesize it. (6) Given the product [ClH:35].[NH2:22][CH2:2][C:3]([C:5]1[CH:10]=[CH:9][C:8]([F:11])=[C:7]([C:12]([F:15])([F:14])[F:13])[CH:6]=1)=[O:4], predict the reactants needed to synthesize it. The reactants are: Br[CH2:2][C:3]([C:5]1[CH:10]=[CH:9][C:8]([F:11])=[C:7]([C:12]([F:15])([F:14])[F:13])[CH:6]=1)=[O:4].C(OC(=O)C)C.[N:22]12CN3CN(CN(C3)C1)C2.C(O)C.[ClH:35]. (7) Given the product [N+:1]([C:4]1[CH:5]=[CH:6][C:7]([C:10]2[C:11](=[O:17])[NH:20][CH2:19][CH2:18][N:21]=2)=[CH:8][CH:9]=1)([O-:3])=[O:2], predict the reactants needed to synthesize it. The reactants are: [N+:1]([C:4]1[CH:9]=[CH:8][C:7]([CH2:10][C:11](=[O:17])C(OCC)=O)=[CH:6][CH:5]=1)([O-:3])=[O:2].[CH2:18]([NH2:21])[CH2:19][NH2:20]. (8) Given the product [Cl:42][C:41]1[CH:7]=[CH:8][CH:3]=[CH:4][C:5]=1[C@:3]1([CH2:2][N:34]2[CH2:39][CH2:38][O:37][CH2:36][CH2:35]2)[CH:8]=[CH:7][C:6]([CH2:9][N:10]2[CH2:11][C:12](=[C:14]([C:19]3[CH:24]=[C:23]([F:25])[CH:22]=[C:21]([F:26])[CH:20]=3)[S:15]([CH3:18])(=[O:17])=[O:16])[CH2:13]2)=[CH:5][CH2:4]1, predict the reactants needed to synthesize it. The reactants are: Cl[CH2:2][C:3]1[CH:8]=[CH:7][C:6]([C@H:9](C2C=CC(Cl)=CC=2)[N:10]2[CH2:13][C:12](=[C:14]([C:19]3[CH:24]=[C:23]([F:25])[CH:22]=[C:21]([F:26])[CH:20]=3)[S:15]([CH3:18])(=[O:17])=[O:16])[CH2:11]2)=[CH:5][CH:4]=1.[NH:34]1[CH2:39][CH2:38][O:37][CH2:36][CH2:35]1.Cl[CH2:41][Cl:42]. (9) Given the product [F:24][C:4]1[CH:3]=[C:2]([NH:1][C:35]([NH:34][C:32](=[O:33])[CH2:31][C:25]2[CH:26]=[CH:27][CH:28]=[CH:29][CH:30]=2)=[O:36])[CH:23]=[CH:22][C:5]=1[O:6][C:7]1[CH:12]=[CH:11][N:10]=[C:9]([NH:13][C:14]([N:16]2[CH2:17][CH2:18][O:19][CH2:20][CH2:21]2)=[O:15])[CH:8]=1, predict the reactants needed to synthesize it. The reactants are: [NH2:1][C:2]1[CH:23]=[CH:22][C:5]([O:6][C:7]2[CH:12]=[CH:11][N:10]=[C:9]([NH:13][C:14]([N:16]3[CH2:21][CH2:20][O:19][CH2:18][CH2:17]3)=[O:15])[CH:8]=2)=[C:4]([F:24])[CH:3]=1.[C:25]1([CH2:31][C:32]([N:34]=[C:35]=[O:36])=[O:33])[CH:30]=[CH:29][CH:28]=[CH:27][CH:26]=1. (10) Given the product [N+:22]([C:25]1[CH:26]=[CH:27][C:28]([C:29]([O:20][C@@H:18]2[CH2:17][CH2:16][C@@:15]3([CH3:21])[C:14](=[CH:13][CH2:12][C@@H:6]4[C@@H:5]3[CH2:4][CH2:3][C@@:2]3([CH3:1])[C@H:7]4[CH2:8][CH2:9][C:10]3=[O:11])[CH2:19]2)=[O:30])=[CH:32][CH:33]=1)([O-:24])=[O:23], predict the reactants needed to synthesize it. The reactants are: [CH3:1][C@@:2]12[C:10](=[O:11])[CH2:9][CH2:8][C@H:7]1[C@@H:6]1[CH2:12][CH:13]=[C:14]3[CH2:19][C@@H:18]([OH:20])[CH2:17][CH2:16][C@:15]3([CH3:21])[C@H:5]1[CH2:4][CH2:3]2.[N+:22]([C:25]1[CH:33]=[CH:32][C:28]([C:29](O)=[O:30])=[CH:27][CH:26]=1)([O-:24])=[O:23].C1(P(C2C=CC=CC=2)C2C=CC=CC=2)C=CC=CC=1.CCOC(/N=N/C(OCC)=O)=O.